From a dataset of Forward reaction prediction with 1.9M reactions from USPTO patents (1976-2016). Predict the product of the given reaction. (1) Given the reactants [F:1][C:2]1[CH:7]=[CH:6][CH:5]=[CH:4][C:3]=1[N:8]1[C:12]([C:13]2[CH:18]=[CH:17][N:16]=[CH:15][CH:14]=2)=[C:11]([C:19]2[O:23][N:22]=[C:21]([C:24]3[CH:31]=[CH:30][C:27]([CH:28]=O)=[CH:26][CH:25]=3)[N:20]=2)[N:10]=[N:9]1.[NH2:32][C:33]1([C:36]([OH:38])=[O:37])[CH2:35][CH2:34]1, predict the reaction product. The product is: [F:1][C:2]1[CH:7]=[CH:6][CH:5]=[CH:4][C:3]=1[N:8]1[C:12]([C:13]2[CH:14]=[CH:15][N:16]=[CH:17][CH:18]=2)=[C:11]([C:19]2[O:23][N:22]=[C:21]([C:24]3[CH:25]=[CH:26][C:27]([CH2:28][NH:32][C:33]4([C:36]([OH:38])=[O:37])[CH2:35][CH2:34]4)=[CH:30][CH:31]=3)[N:20]=2)[N:10]=[N:9]1. (2) Given the reactants Br[C:2]1[CH:3]=[CH:4][C:5]2[N:6]([C:8]([C:11]#[C:12][CH:13]([OH:15])[CH3:14])=[CH:9][N:10]=2)[N:7]=1.C(Cl)Cl.[F:19][C:20]1[CH:25]=[C:24]([F:26])[CH:23]=[CH:22][C:21]=1[S:27]([NH:30][C:31]1[C:32]([O:46][CH3:47])=[N:33][CH:34]=[C:35](B2OC(C)(C)C(C)(C)O2)[CH:36]=1)(=[O:29])=[O:28].C([O-])([O-])=O.[Na+].[Na+], predict the reaction product. The product is: [F:19][C:20]1[CH:25]=[C:24]([F:26])[CH:23]=[CH:22][C:21]=1[S:27]([NH:30][C:31]1[C:32]([O:46][CH3:47])=[N:33][CH:34]=[C:35]([C:2]2[CH:3]=[CH:4][C:5]3[N:6]([C:8]([C:11]#[C:12][CH:13]([OH:15])[CH3:14])=[CH:9][N:10]=3)[N:7]=2)[CH:36]=1)(=[O:29])=[O:28]. (3) Given the reactants S(=O)(=O)(O)O.[CH3:6][C:7]1[CH:15]=[C:14]([N+:16]([O-:18])=[O:17])[CH:13]=[CH:12][C:8]=1[C:9]([OH:11])=[O:10].[CH3:19]O, predict the reaction product. The product is: [CH3:6][C:7]1[CH:15]=[C:14]([N+:16]([O-:18])=[O:17])[CH:13]=[CH:12][C:8]=1[C:9]([O:11][CH3:19])=[O:10]. (4) The product is: [CH3:24][CH2:23][O:22][C:20]([CH3:12])=[O:21].[CH3:1][CH2:2][CH2:5][CH2:6][CH2:7][CH3:8]. Given the reactants [CH3:1][C:2]([C:5]1C=C[C:8](C2C3C(=CC=CC=3)N[C:12]=2[C:20]([O:22][CH2:23][CH3:24])=[O:21])=[CH:7][CH:6]=1)(C)C.BrCC1C=C(C(F)(F)F)C=C(C(F)(F)F)C=1.C([O-])([O-])=O.[Cs+].[Cs+], predict the reaction product. (5) Given the reactants [NH2:1][C@H:2]([C:7]1[CH:12]=[CH:11][C:10]([O:13][CH3:14])=[C:9]([O:15][CH3:16])[CH:8]=1)[CH2:3][C:4]([OH:6])=[O:5].[C:17]([OH:20])(=O)[CH3:18], predict the reaction product. The product is: [CH3:16][O:15][C:9]1[CH:8]=[C:7]([C@@H:2]([N:1]2[CH2:9][C:8]3[C:18](=[CH:4][CH:3]=[CH:2][CH:7]=3)[C:17]2=[O:20])[CH2:3][C:4]([OH:6])=[O:5])[CH:12]=[CH:11][C:10]=1[O:13][CH3:14]. (6) The product is: [Cl:34][C:31]1[CH:32]=[CH:33][C:28]([N:20]2[C:19]([CH:12]([CH:13]3[CH2:18][CH2:17][CH2:16][CH2:15][CH2:14]3)[CH2:11][O:10][C:7]3[CH:8]=[CH:9][C:4]([C:3]([OH:35])=[O:2])=[CH:5][N:6]=3)=[C:27]3[C:22]([CH:23]=[CH:24][CH:25]=[CH:26]3)=[N:21]2)=[CH:29][CH:30]=1. Given the reactants C[O:2][C:3](=[O:35])[C:4]1[CH:9]=[CH:8][C:7]([O:10][CH2:11][CH:12]([C:19]2[N:20]([C:28]3[CH:33]=[CH:32][C:31]([Cl:34])=[CH:30][CH:29]=3)[N:21]=[C:22]3[C:27]=2[CH:26]=[CH:25][CH:24]=[CH:23]3)[CH:13]2[CH2:18][CH2:17][CH2:16][CH2:15][CH2:14]2)=[N:6][CH:5]=1.[OH-].[Li+], predict the reaction product. (7) Given the reactants [CH2:1]([N:8]1[CH:13]([CH2:14]O)[CH2:12][CH2:11][CH2:10][CH:9]1[CH2:16][OH:17])[C:2]1[CH:7]=[CH:6][CH:5]=[CH:4][CH:3]=1.C(=O)([O-])[O-].[Na+].[Na+].[OH-].[Na+], predict the reaction product. The product is: [CH2:1]([N:8]1[CH:9]2[CH2:10][CH2:11][CH2:12][CH:13]1[CH2:14][O:17][CH2:16]2)[C:2]1[CH:3]=[CH:4][CH:5]=[CH:6][CH:7]=1.